From a dataset of NCI-60 drug combinations with 297,098 pairs across 59 cell lines. Regression. Given two drug SMILES strings and cell line genomic features, predict the synergy score measuring deviation from expected non-interaction effect. (1) Drug 2: CCCCCOC(=O)NC1=NC(=O)N(C=C1F)C2C(C(C(O2)C)O)O. Synergy scores: CSS=4.14, Synergy_ZIP=0.322, Synergy_Bliss=2.55, Synergy_Loewe=-0.772, Synergy_HSA=-0.745. Drug 1: C1=CN(C(=O)N=C1N)C2C(C(C(O2)CO)O)O.Cl. Cell line: SNB-75. (2) Drug 1: CC1CCC2CC(C(=CC=CC=CC(CC(C(=O)C(C(C(=CC(C(=O)CC(OC(=O)C3CCCCN3C(=O)C(=O)C1(O2)O)C(C)CC4CCC(C(C4)OC)O)C)C)O)OC)C)C)C)OC. Drug 2: CC1=C2C(C(=O)C3(C(CC4C(C3C(C(C2(C)C)(CC1OC(=O)C(C(C5=CC=CC=C5)NC(=O)OC(C)(C)C)O)O)OC(=O)C6=CC=CC=C6)(CO4)OC(=O)C)O)C)O. Cell line: HL-60(TB). Synergy scores: CSS=13.0, Synergy_ZIP=11.3, Synergy_Bliss=8.58, Synergy_Loewe=5.67, Synergy_HSA=3.19. (3) Drug 1: C1=CC(=C2C(=C1NCCNCCO)C(=O)C3=C(C=CC(=C3C2=O)O)O)NCCNCCO. Drug 2: CCC1(CC2CC(C3=C(CCN(C2)C1)C4=CC=CC=C4N3)(C5=C(C=C6C(=C5)C78CCN9C7C(C=CC9)(C(C(C8N6C)(C(=O)OC)O)OC(=O)C)CC)OC)C(=O)OC)O.OS(=O)(=O)O. Cell line: EKVX. Synergy scores: CSS=25.4, Synergy_ZIP=-10.6, Synergy_Bliss=-8.35, Synergy_Loewe=-8.39, Synergy_HSA=-4.26. (4) Drug 1: C1=CC(=CC=C1CCC2=CNC3=C2C(=O)NC(=N3)N)C(=O)NC(CCC(=O)O)C(=O)O. Drug 2: C1CCC(C(C1)N)N.C(=O)(C(=O)[O-])[O-].[Pt+4]. Cell line: SK-MEL-5. Synergy scores: CSS=3.41, Synergy_ZIP=-5.76, Synergy_Bliss=-9.40, Synergy_Loewe=-7.05, Synergy_HSA=-7.58. (5) Drug 1: CC(C1=C(C=CC(=C1Cl)F)Cl)OC2=C(N=CC(=C2)C3=CN(N=C3)C4CCNCC4)N. Drug 2: C1=CC=C(C=C1)NC(=O)CCCCCCC(=O)NO. Cell line: SN12C. Synergy scores: CSS=15.7, Synergy_ZIP=-3.70, Synergy_Bliss=2.57, Synergy_Loewe=3.79, Synergy_HSA=4.06. (6) Drug 1: CC1C(C(=O)NC(C(=O)N2CCCC2C(=O)N(CC(=O)N(C(C(=O)O1)C(C)C)C)C)C(C)C)NC(=O)C3=C4C(=C(C=C3)C)OC5=C(C(=O)C(=C(C5=N4)C(=O)NC6C(OC(=O)C(N(C(=O)CN(C(=O)C7CCCN7C(=O)C(NC6=O)C(C)C)C)C)C(C)C)C)N)C. Drug 2: C1=NNC2=C1C(=O)NC=N2. Cell line: OVCAR-5. Synergy scores: CSS=22.0, Synergy_ZIP=-9.65, Synergy_Bliss=-0.663, Synergy_Loewe=-1.23, Synergy_HSA=-1.00. (7) Drug 1: CC12CCC(CC1=CCC3C2CCC4(C3CC=C4C5=CN=CC=C5)C)O. Drug 2: CN(C)C1=NC(=NC(=N1)N(C)C)N(C)C. Cell line: COLO 205. Synergy scores: CSS=-5.22, Synergy_ZIP=4.09, Synergy_Bliss=-0.252, Synergy_Loewe=-9.84, Synergy_HSA=-7.89. (8) Drug 1: CC1C(C(=O)NC(C(=O)N2CCCC2C(=O)N(CC(=O)N(C(C(=O)O1)C(C)C)C)C)C(C)C)NC(=O)C3=C4C(=C(C=C3)C)OC5=C(C(=O)C(=C(C5=N4)C(=O)NC6C(OC(=O)C(N(C(=O)CN(C(=O)C7CCCN7C(=O)C(NC6=O)C(C)C)C)C)C(C)C)C)N)C. Drug 2: C1=NC2=C(N1)C(=S)N=CN2. Cell line: K-562. Synergy scores: CSS=74.5, Synergy_ZIP=9.76, Synergy_Bliss=8.62, Synergy_Loewe=-1.67, Synergy_HSA=8.70. (9) Drug 1: C1=CC(=CC=C1CCCC(=O)O)N(CCCl)CCCl. Drug 2: COCCOC1=C(C=C2C(=C1)C(=NC=N2)NC3=CC=CC(=C3)C#C)OCCOC.Cl. Cell line: RPMI-8226. Synergy scores: CSS=48.6, Synergy_ZIP=-2.56, Synergy_Bliss=-5.37, Synergy_Loewe=-6.28, Synergy_HSA=-5.29.